From a dataset of Full USPTO retrosynthesis dataset with 1.9M reactions from patents (1976-2016). Predict the reactants needed to synthesize the given product. (1) Given the product [NH2:1][C:2]1[CH:3]=[CH:4][C:5]([Cl:17])=[C:6]([CH2:8][CH2:9][C:10]([N:12]([CH2:13][CH3:14])[CH2:15][CH3:16])=[O:11])[CH:7]=1, predict the reactants needed to synthesize it. The reactants are: [NH2:1][C:2]1[CH:3]=[CH:4][C:5]([Cl:17])=[C:6](/[CH:8]=[CH:9]/[C:10]([N:12]([CH2:15][CH3:16])[CH2:13][CH3:14])=[O:11])[CH:7]=1.[H][H]. (2) Given the product [CH3:1][O:2][C:3](=[O:39])[CH:4]=[CH:5][C:6]1[CH:11]=[CH:10][C:9]([N:12]([CH2:25][C:26]2[CH:31]=[CH:30][CH:29]=[C:28]([OH:32])[CH:27]=2)[S:13]([C:16]2[C:17]([CH3:24])=[CH:18][C:19]([CH3:23])=[CH:20][C:21]=2[CH3:22])(=[O:15])=[O:14])=[CH:8][CH:7]=1, predict the reactants needed to synthesize it. The reactants are: [CH3:1][O:2][C:3](=[O:39])[CH:4]=[CH:5][C:6]1[CH:11]=[CH:10][C:9]([N:12]([CH2:25][C:26]2[CH:31]=[CH:30][CH:29]=[C:28]([O:32]C3CCCCO3)[CH:27]=2)[S:13]([C:16]2[C:21]([CH3:22])=[CH:20][C:19]([CH3:23])=[CH:18][C:17]=2[CH3:24])(=[O:15])=[O:14])=[CH:8][CH:7]=1.Cl.C([SiH](CC)CC)C.C(=O)(O)[O-].[Na+]. (3) Given the product [NH2:15][C:8]1[CH:9]=[C:10]([CH:13]=[CH:14][C:7]=1[O:6][C:5]1[CH:18]=[CH:19][C:2]([OH:1])=[CH:3][CH:4]=1)[C:11]#[N:12], predict the reactants needed to synthesize it. The reactants are: [OH:1][C:2]1[CH:19]=[CH:18][C:5]([O:6][C:7]2[CH:14]=[CH:13][C:10]([C:11]#[N:12])=[CH:9][C:8]=2[N+:15]([O-])=O)=[CH:4][CH:3]=1.[H][H].